From a dataset of NCI-60 drug combinations with 297,098 pairs across 59 cell lines. Regression. Given two drug SMILES strings and cell line genomic features, predict the synergy score measuring deviation from expected non-interaction effect. Drug 1: CN(CC1=CN=C2C(=N1)C(=NC(=N2)N)N)C3=CC=C(C=C3)C(=O)NC(CCC(=O)O)C(=O)O. Drug 2: C1=CN(C(=O)N=C1N)C2C(C(C(O2)CO)O)O.Cl. Cell line: IGROV1. Synergy scores: CSS=27.2, Synergy_ZIP=-4.06, Synergy_Bliss=-4.38, Synergy_Loewe=-21.1, Synergy_HSA=-7.53.